Predict the reaction yield, written as a fraction of the theoretical maximum amount of product (1.0 means a 100% yield; for example, 0.34 means a 34% yield). From a dataset of Reaction yield outcomes from USPTO patents with 853,638 reactions. (1) The yield is 0.820. The catalyst is C1COCC1. The reactants are [N+:1]([C:4]1[CH:11]=[CH:10][C:7]([CH2:8]O)=[CH:6][C:5]=1[O:12][CH3:13])([O-:3])=[O:2].C(Br)(Br)(Br)[Br:15].C1(P(C2C=CC=CC=2)C2C=CC=CC=2)C=CC=CC=1. The product is [CH3:13][O:12][C:5]1[CH:6]=[C:7]([CH:10]=[CH:11][C:4]=1[N+:1]([O-:3])=[O:2])[CH2:8][Br:15]. (2) The reactants are [CH:1]([C:4]1[CH:12]=[CH:11][CH:10]=[CH:9][C:5]=1[C:6]([OH:8])=[O:7])([CH3:3])[CH3:2].S(Cl)(Cl)=O.N1C=CC=C[CH:18]=1. The catalyst is CN(C)C=O. The product is [CH3:18][O:7][C:6](=[O:8])[C:5]1[CH:9]=[CH:10][CH:11]=[CH:12][C:4]=1[CH:1]([CH3:3])[CH3:2]. The yield is 0.850. (3) The reactants are FC1C=C(F)C=CC=1C1C=C(COS(C)(=O)=O)C(=O)N(CC(C)C)N=1.[F:26][C:27]1[CH:28]=[C:29]([C:35]2[CH:36]=[C:37]([C:52]([O:54]C)=[O:53])[C:38](=[O:51])[N:39]([CH2:41][CH2:42][CH2:43][C:44]3[CH:49]=[CH:48][C:47]([F:50])=[CH:46][CH:45]=3)[N:40]=2)[CH:30]=[CH:31][C:32]=1[O:33][CH3:34]. No catalyst specified. The product is [C:52]([C:37]1[C:38](=[O:51])[N:39]([CH2:41][CH2:42][CH2:43][C:44]2[CH:49]=[CH:48][C:47]([F:50])=[CH:46][CH:45]=2)[N:40]=[C:35]([C:29]2[CH:30]=[CH:31][C:32]([O:33][CH3:34])=[C:27]([F:26])[CH:28]=2)[CH:36]=1)([OH:54])=[O:53]. The yield is 0.892.